Dataset: Catalyst prediction with 721,799 reactions and 888 catalyst types from USPTO. Task: Predict which catalyst facilitates the given reaction. (1) Reactant: [CH3:1][N:2]([CH2:4][C:5]1[CH:6]=[C:7]([NH:11]CC2C=CC(OC)=CC=2)[CH:8]=[N:9][CH:10]=1)[CH3:3]. Product: [CH3:3][N:2]([CH2:4][C:5]1[CH:6]=[C:7]([NH2:11])[CH:8]=[N:9][CH:10]=1)[CH3:1]. The catalyst class is: 67. (2) Reactant: C([Si](C)(C)[O:6][CH2:7][CH2:8][N:9]([CH2:36][CH3:37])[CH2:10][CH2:11][CH2:12][CH2:13][O:14][C:15]1[CH:35]=[CH:34][C:18]2[C:19]([C:22]3[CH:27]=[CH:26][C:25]([C:28]#[C:29][CH2:30][N:31]([CH3:33])[CH3:32])=[CH:24][CH:23]=3)=[N:20][S:21][C:17]=2[CH:16]=1)(C)(C)C.[N+](CCCC)(CCCC)(CCCC)CCCC.[F-]. Product: [CH3:33][N:31]([CH3:32])[CH2:30][C:29]#[C:28][C:25]1[CH:26]=[CH:27][C:22]([C:19]2[C:18]3[CH:34]=[CH:35][C:15]([O:14][CH2:13][CH2:12][CH2:11][CH2:10][N:9]([CH2:36][CH3:37])[CH2:8][CH2:7][OH:6])=[CH:16][C:17]=3[S:21][N:20]=2)=[CH:23][CH:24]=1. The catalyst class is: 1. (3) Reactant: O[CH:2]1[C:6]2[C:7]([CH3:21])=[C:8]([NH:13][C:14](=[O:20])[CH2:15][C:16]([CH3:19])([CH3:18])[CH3:17])[C:9]([CH3:12])=[C:10]([CH3:11])[C:5]=2[O:4][C:3]1([CH3:23])[CH3:22].[NH:24]1[CH2:28][CH2:27][CH2:26][CH2:25]1. Product: [CH3:17][C:16]([CH3:18])([CH3:19])[CH2:15][C:14]([NH:13][C:8]1[C:7]([CH3:21])=[C:6]([CH3:2])[C:5]2[O:4][C:3]([CH3:23])([CH3:22])[CH:11]([N:24]3[CH2:28][CH2:27][CH2:26][CH2:25]3)[C:10]=2[C:9]=1[CH3:12])=[O:20]. The catalyst class is: 175. (4) Reactant: O[C:2]1[C:11]2[C:6](=[CH:7][CH:8]=[CH:9][CH:10]=2)[C:5]([N+:12]([O-:14])=[O:13])=[CH:4][N:3]=1.[Cl:15]CCCl.CC(O)C. Product: [Cl:15][C:2]1[C:11]2[C:6](=[CH:7][CH:8]=[CH:9][CH:10]=2)[C:5]([N+:12]([O-:14])=[O:13])=[CH:4][N:3]=1. The catalyst class is: 265. (5) Reactant: [NH2:1][C:2]1[C:15]([I:16])=[CH:14][CH:13]=[CH:12][C:3]=1[C:4]([NH:6][CH2:7][CH2:8][CH2:9][S:10][CH3:11])=[O:5].Cl[C:18](Cl)([O:20]C(=O)OC(Cl)(Cl)Cl)Cl. The catalyst class is: 2. Product: [I:16][C:15]1[CH:14]=[CH:13][CH:12]=[C:3]2[C:2]=1[NH:1][C:18](=[O:20])[N:6]([CH2:7][CH2:8][CH2:9][S:10][CH3:11])[C:4]2=[O:5]. (6) Reactant: Br[C:2]1[CH:7]=[CH:6][CH:5]=[CH:4][C:3]=1[NH:8][C:9](=[O:18])[O:10][CH2:11][C@@H:12]1[CH2:16][CH2:15][N:14]([CH3:17])[CH2:13]1.[OH:19][CH2:20][C:21]1[CH:22]=[C:23](B(O)O)[CH:24]=[CH:25][CH:26]=1.C(=O)([O-])[O-].[K+].[K+]. Product: [OH:19][CH2:20][C:21]1[CH:26]=[C:25]([C:2]2[CH:7]=[CH:6][CH:5]=[CH:4][C:3]=2[NH:8][C:9](=[O:18])[O:10][CH2:11][C@@H:12]2[CH2:16][CH2:15][N:14]([CH3:17])[CH2:13]2)[CH:24]=[CH:23][CH:22]=1. The catalyst class is: 234. (7) Reactant: [CH2:1]([OH:4])[CH2:2][OH:3].C1(C)C=CC(S(O)(=O)=O)=CC=1.[Br:16][C:17]1[S:18][C:19]([CH:23]=O)=[CH:20][C:21]=1[CH3:22]. Product: [Br:16][C:17]1[S:18][C:19]([CH:23]2[O:4][CH2:1][CH2:2][O:3]2)=[CH:20][C:21]=1[CH3:22]. The catalyst class is: 11.